This data is from TCR-epitope binding with 47,182 pairs between 192 epitopes and 23,139 TCRs. The task is: Binary Classification. Given a T-cell receptor sequence (or CDR3 region) and an epitope sequence, predict whether binding occurs between them. (1) The epitope is NEGVKAAW. The TCR CDR3 sequence is CASSLEGGGYEQYF. Result: 1 (the TCR binds to the epitope). (2) The epitope is GTITVEELK. The TCR CDR3 sequence is CASSYFSGSSYNEQFF. Result: 0 (the TCR does not bind to the epitope). (3) The epitope is RLFRKSNLK. The TCR CDR3 sequence is CASSSSEGGGYQETQYF. Result: 0 (the TCR does not bind to the epitope). (4) The epitope is RAKFKQLL. The TCR CDR3 sequence is CASSWTGGETQYF. Result: 1 (the TCR binds to the epitope). (5) The epitope is ILHCANFNV. The TCR CDR3 sequence is CASSKVRGTSGRAGFYNEQFF. Result: 0 (the TCR does not bind to the epitope). (6) The epitope is VVYRGTTTY. The TCR CDR3 sequence is CASSLTGPGDQPQHF. Result: 0 (the TCR does not bind to the epitope). (7) The epitope is IPSINVHHY. The TCR CDR3 sequence is RANQRGREISYNEQFF. Result: 0 (the TCR does not bind to the epitope). (8) The epitope is IVTDFSVIK. Result: 1 (the TCR binds to the epitope). The TCR CDR3 sequence is CASSLGVAGTNTGELFF. (9) The epitope is LLWNGPMAV. The TCR CDR3 sequence is CASSYVRASYGYTF. Result: 1 (the TCR binds to the epitope). (10) The epitope is KLSYGIATV. The TCR CDR3 sequence is CASTYDAGTSHYEQYF. Result: 1 (the TCR binds to the epitope).